Regression. Given two drug SMILES strings and cell line genomic features, predict the synergy score measuring deviation from expected non-interaction effect. From a dataset of NCI-60 drug combinations with 297,098 pairs across 59 cell lines. (1) Drug 1: CCC1(CC2CC(C3=C(CCN(C2)C1)C4=CC=CC=C4N3)(C5=C(C=C6C(=C5)C78CCN9C7C(C=CC9)(C(C(C8N6C)(C(=O)OC)O)OC(=O)C)CC)OC)C(=O)OC)O.OS(=O)(=O)O. Drug 2: CC12CCC3C(C1CCC2OP(=O)(O)O)CCC4=C3C=CC(=C4)OC(=O)N(CCCl)CCCl.[Na+]. Cell line: SNB-19. Synergy scores: CSS=4.27, Synergy_ZIP=-0.0390, Synergy_Bliss=4.59, Synergy_Loewe=2.36, Synergy_HSA=2.86. (2) Drug 1: CC1=C2C(C(=O)C3(C(CC4C(C3C(C(C2(C)C)(CC1OC(=O)C(C(C5=CC=CC=C5)NC(=O)OC(C)(C)C)O)O)OC(=O)C6=CC=CC=C6)(CO4)OC(=O)C)O)C)O. Drug 2: CN1C2=C(C=C(C=C2)N(CCCl)CCCl)N=C1CCCC(=O)O.Cl. Cell line: COLO 205. Synergy scores: CSS=-5.14, Synergy_ZIP=3.48, Synergy_Bliss=0.208, Synergy_Loewe=-4.26, Synergy_HSA=-4.16. (3) Drug 1: CC12CCC3C(C1CCC2=O)CC(=C)C4=CC(=O)C=CC34C. Drug 2: CC1=CC2C(CCC3(C2CCC3(C(=O)C)OC(=O)C)C)C4(C1=CC(=O)CC4)C. Cell line: MALME-3M. Synergy scores: CSS=42.7, Synergy_ZIP=4.33, Synergy_Bliss=0.756, Synergy_Loewe=-32.4, Synergy_HSA=-2.42. (4) Drug 1: CC(C1=C(C=CC(=C1Cl)F)Cl)OC2=C(N=CC(=C2)C3=CN(N=C3)C4CCNCC4)N. Drug 2: CC1=C(C=C(C=C1)C(=O)NC2=CC(=CC(=C2)C(F)(F)F)N3C=C(N=C3)C)NC4=NC=CC(=N4)C5=CN=CC=C5. Cell line: KM12. Synergy scores: CSS=44.2, Synergy_ZIP=-4.73, Synergy_Bliss=-3.93, Synergy_Loewe=-1.30, Synergy_HSA=0.527. (5) Drug 1: C1CCC(C1)C(CC#N)N2C=C(C=N2)C3=C4C=CNC4=NC=N3. Drug 2: CC1=C(C(CCC1)(C)C)C=CC(=CC=CC(=CC(=O)O)C)C. Cell line: OVCAR3. Synergy scores: CSS=-8.05, Synergy_ZIP=4.51, Synergy_Bliss=-2.17, Synergy_Loewe=-5.14, Synergy_HSA=-8.42. (6) Drug 1: CC1CCC2CC(C(=CC=CC=CC(CC(C(=O)C(C(C(=CC(C(=O)CC(OC(=O)C3CCCCN3C(=O)C(=O)C1(O2)O)C(C)CC4CCC(C(C4)OC)OCCO)C)C)O)OC)C)C)C)OC. Drug 2: CS(=O)(=O)OCCCCOS(=O)(=O)C. Cell line: ACHN. Synergy scores: CSS=9.25, Synergy_ZIP=-5.94, Synergy_Bliss=-0.419, Synergy_Loewe=-10.8, Synergy_HSA=-2.89. (7) Drug 2: COC1=NC(=NC2=C1N=CN2C3C(C(C(O3)CO)O)O)N. Synergy scores: CSS=4.62, Synergy_ZIP=-1.32, Synergy_Bliss=-1.05, Synergy_Loewe=-1.10, Synergy_HSA=-1.06. Drug 1: C1CCN(CC1)CCOC2=CC=C(C=C2)C(=O)C3=C(SC4=C3C=CC(=C4)O)C5=CC=C(C=C5)O. Cell line: NCI-H522. (8) Drug 1: CC1=C2C(C(=O)C3(C(CC4C(C3C(C(C2(C)C)(CC1OC(=O)C(C(C5=CC=CC=C5)NC(=O)C6=CC=CC=C6)O)O)OC(=O)C7=CC=CC=C7)(CO4)OC(=O)C)O)C)OC(=O)C. Drug 2: CC1=C(N=C(N=C1N)C(CC(=O)N)NCC(C(=O)N)N)C(=O)NC(C(C2=CN=CN2)OC3C(C(C(C(O3)CO)O)O)OC4C(C(C(C(O4)CO)O)OC(=O)N)O)C(=O)NC(C)C(C(C)C(=O)NC(C(C)O)C(=O)NCCC5=NC(=CS5)C6=NC(=CS6)C(=O)NCCC[S+](C)C)O. Cell line: K-562. Synergy scores: CSS=27.8, Synergy_ZIP=-0.870, Synergy_Bliss=-1.11, Synergy_Loewe=-16.0, Synergy_HSA=-1.41. (9) Drug 1: CC1C(C(CC(O1)OC2CC(CC3=C2C(=C4C(=C3O)C(=O)C5=C(C4=O)C(=CC=C5)OC)O)(C(=O)C)O)N)O.Cl. Drug 2: CN(CC1=CN=C2C(=N1)C(=NC(=N2)N)N)C3=CC=C(C=C3)C(=O)NC(CCC(=O)O)C(=O)O. Cell line: SF-268. Synergy scores: CSS=30.0, Synergy_ZIP=-8.69, Synergy_Bliss=0.0101, Synergy_Loewe=-6.09, Synergy_HSA=-1.01. (10) Drug 1: C1=NC(=NC(=O)N1C2C(C(C(O2)CO)O)O)N. Drug 2: C1=CC=C(C(=C1)C(C2=CC=C(C=C2)Cl)C(Cl)Cl)Cl. Cell line: K-562. Synergy scores: CSS=26.2, Synergy_ZIP=8.56, Synergy_Bliss=3.18, Synergy_Loewe=11.7, Synergy_HSA=0.246.